Dataset: Catalyst prediction with 721,799 reactions and 888 catalyst types from USPTO. Task: Predict which catalyst facilitates the given reaction. (1) Reactant: [C:1]1([CH3:13])[CH:6]=[C:5]([CH3:7])[CH:4]=[C:3]([CH3:8])[C:2]=1[S:9](Cl)(=[O:11])=[O:10].CN(C)CCCN(C)C.[NH2:23][C:24]1[N:29]=[C:28]([OH:30])[C:27]([CH2:31][C:32]2[CH:37]=[CH:36][C:35]([O:38][CH2:39][CH2:40][CH2:41][O:42][Si:43]([C:46]([CH3:49])([CH3:48])[CH3:47])([CH3:45])[CH3:44])=[CH:34][C:33]=2[O:50][CH3:51])=[C:26]([CH3:52])[N:25]=1. Product: [CH3:13][C:1]1[CH:6]=[C:5]([CH3:7])[CH:4]=[C:3]([CH3:8])[C:2]=1[S:9]([O:30][C:28]1[C:27]([CH2:31][C:32]2[CH:37]=[CH:36][C:35]([O:38][CH2:39][CH2:40][CH2:41][O:42][Si:43]([C:46]([CH3:49])([CH3:47])[CH3:48])([CH3:44])[CH3:45])=[CH:34][C:33]=2[O:50][CH3:51])=[C:26]([CH3:52])[N:25]=[C:24]([NH2:23])[N:29]=1)(=[O:11])=[O:10]. The catalyst class is: 20. (2) Reactant: [N:1]1([C:6]2([C:10]#[N:11])[CH2:9][O:8][CH2:7]2)[CH2:5][CH2:4][CH2:3][CH2:2]1.[C:12]1([Li])[CH:17]=[CH:16][CH:15]=[CH:14][CH:13]=1.C(=O)(O)[O-].[Na+].[BH4-].[Na+]. Product: [C:12]1([CH:10]([NH2:11])[C:6]2([N:1]3[CH2:2][CH2:3][CH2:4][CH2:5]3)[CH2:9][O:8][CH2:7]2)[CH:17]=[CH:16][CH:15]=[CH:14][CH:13]=1. The catalyst class is: 7. (3) Reactant: [CH3:1][O:2][C:3]1[CH:11]=[CH:10][C:6]([C:7]([OH:9])=O)=[CH:5][C:4]=1[S:12]([N:15]1[CH2:20][CH2:19][O:18][CH2:17][CH2:16]1)(=[O:14])=[O:13].CCN=C=NCCCN(C)C.C1C=CC2N(O)N=NC=2C=1.[Cl:42][C:43]1[CH:44]=[C:45]([C@H:49]([NH2:51])[CH3:50])[CH:46]=[CH:47][CH:48]=1. Product: [Cl:42][C:43]1[CH:44]=[C:45]([C@H:49]([NH:51][C:7](=[O:9])[C:6]2[CH:10]=[CH:11][C:3]([O:2][CH3:1])=[C:4]([S:12]([N:15]3[CH2:20][CH2:19][O:18][CH2:17][CH2:16]3)(=[O:14])=[O:13])[CH:5]=2)[CH3:50])[CH:46]=[CH:47][CH:48]=1. The catalyst class is: 173.